This data is from Catalyst prediction with 721,799 reactions and 888 catalyst types from USPTO. The task is: Predict which catalyst facilitates the given reaction. (1) Reactant: [F:1][C:2]1[N:7]2[CH:8]=[C:9]([CH2:11][N:12]([C@H](C3C=CC(OC)=CC=3)C)[C@@H:13]3[C:22]4[N:21]=[CH:20][CH:19]=[CH:18][C:17]=4[CH2:16][CH2:15][CH2:14]3)[N:10]=[C:6]2[CH:5]=[CH:4][CH:3]=1. Product: [F:1][C:2]1[N:7]2[CH:8]=[C:9]([CH2:11][NH:12][C@@H:13]3[C:22]4[N:21]=[CH:20][CH:19]=[CH:18][C:17]=4[CH2:16][CH2:15][CH2:14]3)[N:10]=[C:6]2[CH:5]=[CH:4][CH:3]=1. The catalyst class is: 631. (2) Product: [CH3:1][CH2:2][C@@:3]1([OH:31])[C:8](=[O:9])[O:7][CH2:6][C:5]2[C:10]([N:12]3[C:29](=[CH:30][C:4]1=2)[C:28]1[N:27]=[C:17]2[CH:18]=[CH:19][C:20]([OH:26])=[C:21]([CH2:22][N:23]([CH3:24])[CH3:25])[C:16]2=[CH:15][C:14]=1[CH2:13]3)=[O:11]. Reactant: [CH3:1][CH2:2][C@@:3]1([OH:31])[C:8](=[O:9])[O:7][CH2:6][C:5]2[C:10]([N:12]3[C:29](=[CH:30][C:4]1=2)[C:28]1[N:27]=[C:17]2[CH:18]=[CH:19][C:20]([OH:26])=[C:21]([CH2:22][N:23]([CH3:25])[CH3:24])[C:16]2=[CH:15][C:14]=1[CH2:13]3)=[O:11].Cl.[Na].N[C@H](C(O)=O)CS(=O)(O)=O. The catalyst class is: 5. (3) Reactant: N#N.C([SiH2][O:8][C:9](C)(C)[C:10]1[CH:15]=[CH:14][N:13]=[C:12]([C:16]2([CH3:21])[O:20][CH2:19][CH2:18][O:17]2)[CH:11]=1)(C)(C)C.CCCC[N+](CCCC)(CCCC)CCCC.[F-]. Product: [CH3:21][C:16]1([C:12]2[CH:11]=[C:10]([CH2:9][OH:8])[CH:15]=[CH:14][N:13]=2)[O:17][CH2:18][CH2:19][O:20]1. The catalyst class is: 721. (4) Reactant: [NH:1]1[C:9]2[C:4](=[CH:5][CH:6]=[C:7]([C:10]3[CH:11]=[CH:12][C:13]4[O:19][CH2:18][CH2:17][N:16]([C:20]([C:22]5[CH:27]=[CH:26][C:25]([C:28](=[O:30])[CH3:29])=[CH:24][CH:23]=5)=[O:21])[CH2:15][C:14]=4[CH:31]=3)[CH:8]=2)[CH:3]=[N:2]1.[C:32]([O-])([O-])=O.[K+].[K+].CI. Product: [CH3:32][N:1]1[C:9]2[C:4](=[CH:5][CH:6]=[C:7]([C:10]3[CH:11]=[CH:12][C:13]4[O:19][CH2:18][CH2:17][N:16]([C:20]([C:22]5[CH:27]=[CH:26][C:25]([C:28](=[O:30])[CH3:29])=[CH:24][CH:23]=5)=[O:21])[CH2:15][C:14]=4[CH:31]=3)[CH:8]=2)[CH:3]=[N:2]1. The catalyst class is: 3. (5) Reactant: [OH:1][CH2:2][C:3]1[CH:14]=[CH:13][C:6]2[C:7]([CH3:12])=[C:8]([C:10]#[N:11])[O:9][C:5]=2[CH:4]=1.C([O-])(O)=O.[Na+].CC(OI1(OC(C)=O)(OC(C)=O)OC(=O)C2C=CC=CC1=2)=O. Product: [CH:2]([C:3]1[CH:14]=[CH:13][C:6]2[C:7]([CH3:12])=[C:8]([C:10]#[N:11])[O:9][C:5]=2[CH:4]=1)=[O:1]. The catalyst class is: 2. (6) Reactant: [Cl:1][C:2]1[CH:24]=[CH:23][C:5]([CH2:6][N:7]2[C:16](=[O:17])[C:15]3[C:10](=[N:11][C:12]4[CH2:21][CH2:20][CH2:19][CH2:18][C:13]=4[N:14]=3)[NH:9][C:8]2=[O:22])=[CH:4][CH:3]=1.C([O-])([O-])=O.[K+].[K+].[CH2:31](I)[CH2:32][CH3:33]. Product: [Cl:1][C:2]1[CH:24]=[CH:23][C:5]([CH2:6][N:7]2[C:16](=[O:17])[C:15]3[C:10](=[N:11][C:12]4[CH2:21][CH2:20][CH2:19][CH2:18][C:13]=4[N:14]=3)[N:9]([CH2:31][CH2:32][CH3:33])[C:8]2=[O:22])=[CH:4][CH:3]=1. The catalyst class is: 3. (7) Product: [O:16]1[CH2:17][CH2:18][N:13]([C:2]2[CH:9]=[CH:8][C:5]([C:6]#[N:7])=[C:4]([N+:10]([O-:12])=[O:11])[CH:3]=2)[CH2:14][CH2:15]1. Reactant: Cl[C:2]1[CH:9]=[CH:8][C:5]([C:6]#[N:7])=[C:4]([N+:10]([O-:12])=[O:11])[CH:3]=1.[NH:13]1[CH2:18][CH2:17][O:16][CH2:15][CH2:14]1. The catalyst class is: 1. (8) Reactant: C([O:5][C:6]([C@H:8]1[C@H:12]([C:13]2[CH:18]=[CH:17][CH:16]=[C:15]([Cl:19])[C:14]=2[F:20])[C@:11]([C:23]2[CH:28]=[CH:27][C:26]([Cl:29])=[CH:25][CH:24]=2)([C:21]#[N:22])[C@H:10]([C:30]([CH3:33])([CH3:32])[CH3:31])[NH:9]1)=[O:7])(C)(C)C.[F:34][C:35]([F:40])([F:39])[C:36]([OH:38])=[O:37]. Product: [F:34][C:35]([F:40])([F:39])[C:36]([OH:38])=[O:37].[C:30]([CH:10]1[NH:9][CH:8]([C:6]([OH:7])=[O:5])[CH:12]([C:13]2[CH:18]=[CH:17][CH:16]=[C:15]([Cl:19])[C:14]=2[F:20])[C:11]1([C:23]1[CH:28]=[CH:27][C:26]([Cl:29])=[CH:25][CH:24]=1)[C:21]#[N:22])([CH3:33])([CH3:31])[CH3:32]. The catalyst class is: 4. (9) Reactant: [F:1][C:2]1[CH:7]=[C:6]([N+:8]([O-:10])=[O:9])[CH:5]=[CH:4][C:3]=1[CH2:11][OH:12].CC1C=CC(S(O)(=O)=O)=CC=1.[CH2:24]1[CH2:29][O:28][CH:27]=[CH:26][CH2:25]1. Product: [F:1][C:2]1[CH:7]=[C:6]([N+:8]([O-:10])=[O:9])[CH:5]=[CH:4][C:3]=1[CH2:11][O:12][CH:27]1[CH2:26][CH2:25][CH2:24][CH2:29][O:28]1. The catalyst class is: 2. (10) Reactant: [Cl:1][C:2]1[CH:8]=[CH:7][C:5]([NH2:6])=[C:4]([F:9])[CH:3]=1.[F:10][C:11]([F:17])([F:16])[CH2:12][C:13](O)=[O:14].CCN(CC)CC.CN(C(ON1N=NC2C=CC=NC1=2)=[N+](C)C)C.F[P-](F)(F)(F)(F)F. Product: [Cl:1][C:2]1[CH:8]=[CH:7][C:5]([NH:6][C:13](=[O:14])[CH2:12][C:11]([F:17])([F:16])[F:10])=[C:4]([F:9])[CH:3]=1. The catalyst class is: 2.